From a dataset of Forward reaction prediction with 1.9M reactions from USPTO patents (1976-2016). Predict the product of the given reaction. (1) Given the reactants [CH3:1][S:2][C:3]1[S:4][C:5]2[CH:11]=[C:10]([O:12][C:13]3[C:22]4[C:17](=[CH:18][CH:19]=[CH:20][CH:21]=4)[N:16]=[CH:15][CH:14]=3)[CH:9]=[CH:8][C:6]=2[N:7]=1.C1C=C(Cl)C=C(C(OO)=[O:31])C=1.S([O-])([O-])(=O)=S.[Na+].[Na+], predict the reaction product. The product is: [CH3:1][S:2]([C:3]1[S:4][C:5]2[CH:11]=[C:10]([O:12][C:13]3[C:22]4[C:17](=[CH:18][CH:19]=[CH:20][CH:21]=4)[N:16]=[CH:15][CH:14]=3)[CH:9]=[CH:8][C:6]=2[N:7]=1)=[O:31]. (2) The product is: [CH2:1]([O:8][C:9]1[C:14](=[O:15])[N:13]2[CH:16]=[C:17]([CH3:20])[CH:18]=[CH:19][C:12]2=[N:11][C:10]=1[C:21]([NH:31][NH:30][C:28](=[O:29])[C:27]1[CH:32]=[CH:33][CH:34]=[C:25]([CH3:24])[CH:26]=1)=[O:22])[C:2]1[CH:3]=[CH:4][CH:5]=[CH:6][CH:7]=1. Given the reactants [CH2:1]([O:8][C:9]1[C:14](=[O:15])[N:13]2[CH:16]=[C:17]([CH3:20])[CH:18]=[CH:19][C:12]2=[N:11][C:10]=1[C:21](O)=[O:22])[C:2]1[CH:7]=[CH:6][CH:5]=[CH:4][CH:3]=1.[CH3:24][C:25]1[CH:26]=[C:27]([CH:32]=[CH:33][CH:34]=1)[C:28]([NH:30][NH2:31])=[O:29].ON1C2C=CC=CC=2N=N1.Cl.CN(C)CCCN=C=NCC, predict the reaction product. (3) Given the reactants [CH3:1][O:2][C:3]1[CH:12]=[C:11]([O:13][CH3:14])[CH:10]=[C:9]2[C:4]=1[C:5](=[O:27])[NH:6][C:7]([C:15]1[CH:20]=[CH:19][C:18]([N:21]3[CH2:26][CH2:25][NH:24][CH2:23][CH2:22]3)=[CH:17][CH:16]=1)=[N:8]2.[F:28][C:29]1[CH:36]=[CH:35][C:32]([CH2:33]Br)=[CH:31][CH:30]=1.C([O-])([O-])=O.[K+].[K+], predict the reaction product. The product is: [F:28][C:29]1[CH:36]=[CH:35][C:32]([CH2:33][N:24]2[CH2:23][CH2:22][N:21]([C:18]3[CH:19]=[CH:20][C:15]([C:7]4[NH:6][C:5](=[O:27])[C:4]5[C:9](=[CH:10][C:11]([O:13][CH3:14])=[CH:12][C:3]=5[O:2][CH3:1])[N:8]=4)=[CH:16][CH:17]=3)[CH2:26][CH2:25]2)=[CH:31][CH:30]=1. (4) The product is: [CH2:1]([C:3]1([CH2:23][C:24]([O:26][CH2:27][CH3:28])=[O:25])[CH2:12][CH2:11][C:10]2[C:5](=[CH:6][CH:7]=[C:8]([C:30]3[CH:35]=[CH:34][C:33]([N+:36]([O-:38])=[O:37])=[CH:32][N:31]=3)[CH:9]=2)[C:4]1=[O:22])[CH3:2]. Given the reactants [CH2:1]([C:3]1([CH2:23][C:24]([O:26][CH2:27][CH3:28])=[O:25])[CH2:12][CH2:11][C:10]2[C:5](=[CH:6][CH:7]=[C:8](B3OC(C)(C)C(C)(C)O3)[CH:9]=2)[C:4]1=[O:22])[CH3:2].Br[C:30]1[CH:35]=[CH:34][C:33]([N+:36]([O-:38])=[O:37])=[CH:32][N:31]=1.C(=O)([O-])[O-].[Cs+].[Cs+].O, predict the reaction product. (5) Given the reactants [C:1]([C:3]1[CH:8]=[CH:7][C:6]([CH2:9][CH2:10][C:11]([OH:13])=O)=[CH:5][CH:4]=1)#[N:2].S(Cl)(Cl)=O.[C:18]([NH2:22])([CH3:21])([CH3:20])[CH3:19].C(N(CC)CC)C, predict the reaction product. The product is: [C:18]([NH:22][C:11]([CH2:10][CH2:9][C:6]1[CH:5]=[CH:4][C:3]([C:1]#[N:2])=[CH:8][CH:7]=1)=[O:13])([CH3:21])([CH3:20])[CH3:19]. (6) Given the reactants [C:1]([C:3]1[N:8]=[CH:7][C:6]([CH2:9][O:10][C:11]2[CH:34]=[CH:33][C:14]3[C:15]([CH2:18][CH2:19][CH:20]4[CH2:25][CH2:24][N:23](C(OC(C)(C)C)=O)[CH2:22][CH2:21]4)=[N:16][O:17][C:13]=3[C:12]=2[CH2:35][N:36]([CH3:38])[CH3:37])=[CH:5][CH:4]=1)#[N:2].Cl, predict the reaction product. The product is: [CH3:37][N:36]([CH2:35][C:12]1[C:13]2[O:17][N:16]=[C:15]([CH2:18][CH2:19][CH:20]3[CH2:21][CH2:22][NH:23][CH2:24][CH2:25]3)[C:14]=2[CH:33]=[CH:34][C:11]=1[O:10][CH2:9][C:6]1[CH:5]=[CH:4][C:3]([C:1]#[N:2])=[N:8][CH:7]=1)[CH3:38].